From a dataset of NCI-60 drug combinations with 297,098 pairs across 59 cell lines. Regression. Given two drug SMILES strings and cell line genomic features, predict the synergy score measuring deviation from expected non-interaction effect. (1) Drug 1: C1C(C(OC1N2C=NC3=C(N=C(N=C32)Cl)N)CO)O. Drug 2: CC(C)CN1C=NC2=C1C3=CC=CC=C3N=C2N. Cell line: SN12C. Synergy scores: CSS=57.6, Synergy_ZIP=4.09, Synergy_Bliss=3.83, Synergy_Loewe=2.26, Synergy_HSA=4.93. (2) Drug 1: CC1=CC=C(C=C1)C2=CC(=NN2C3=CC=C(C=C3)S(=O)(=O)N)C(F)(F)F. Drug 2: CC1C(C(CC(O1)OC2CC(CC3=C2C(=C4C(=C3O)C(=O)C5=C(C4=O)C(=CC=C5)OC)O)(C(=O)CO)O)N)O.Cl. Cell line: NCI-H522. Synergy scores: CSS=37.4, Synergy_ZIP=2.55, Synergy_Bliss=3.32, Synergy_Loewe=-18.5, Synergy_HSA=3.61. (3) Drug 1: B(C(CC(C)C)NC(=O)C(CC1=CC=CC=C1)NC(=O)C2=NC=CN=C2)(O)O. Drug 2: CC1C(C(CC(O1)OC2CC(CC3=C2C(=C4C(=C3O)C(=O)C5=C(C4=O)C(=CC=C5)OC)O)(C(=O)CO)O)N)O.Cl. Cell line: SW-620. Synergy scores: CSS=49.4, Synergy_ZIP=-7.63, Synergy_Bliss=-9.56, Synergy_Loewe=-2.63, Synergy_HSA=-1.54. (4) Drug 2: COC1=NC(=NC2=C1N=CN2C3C(C(C(O3)CO)O)O)N. Cell line: SW-620. Synergy scores: CSS=-6.23, Synergy_ZIP=4.91, Synergy_Bliss=-1.75, Synergy_Loewe=-12.2, Synergy_HSA=-12.1. Drug 1: CC1=C(C=C(C=C1)NC2=NC=CC(=N2)N(C)C3=CC4=NN(C(=C4C=C3)C)C)S(=O)(=O)N.Cl. (5) Drug 1: C1CCC(C1)C(CC#N)N2C=C(C=N2)C3=C4C=CNC4=NC=N3. Drug 2: C1=C(C(=O)NC(=O)N1)F. Cell line: HT29. Synergy scores: CSS=35.0, Synergy_ZIP=4.02, Synergy_Bliss=-2.96, Synergy_Loewe=-12.5, Synergy_HSA=-5.38. (6) Drug 1: COC1=C(C=C2C(=C1)N=CN=C2NC3=CC(=C(C=C3)F)Cl)OCCCN4CCOCC4. Drug 2: C#CCC(CC1=CN=C2C(=N1)C(=NC(=N2)N)N)C3=CC=C(C=C3)C(=O)NC(CCC(=O)O)C(=O)O. Cell line: SNB-75. Synergy scores: CSS=26.8, Synergy_ZIP=-8.09, Synergy_Bliss=-1.02, Synergy_Loewe=-0.421, Synergy_HSA=-0.756. (7) Drug 1: C1CCN(CC1)CCOC2=CC=C(C=C2)C(=O)C3=C(SC4=C3C=CC(=C4)O)C5=CC=C(C=C5)O. Drug 2: CC1=C2C(C(=O)C3(C(CC4C(C3C(C(C2(C)C)(CC1OC(=O)C(C(C5=CC=CC=C5)NC(=O)OC(C)(C)C)O)O)OC(=O)C6=CC=CC=C6)(CO4)OC(=O)C)O)C)O. Cell line: IGROV1. Synergy scores: CSS=24.3, Synergy_ZIP=-0.358, Synergy_Bliss=7.66, Synergy_Loewe=-17.0, Synergy_HSA=5.91. (8) Drug 1: CC12CCC(CC1=CCC3C2CCC4(C3CC=C4C5=CN=CC=C5)C)O. Drug 2: CC1C(C(CC(O1)OC2CC(CC3=C2C(=C4C(=C3O)C(=O)C5=C(C4=O)C(=CC=C5)OC)O)(C(=O)CO)O)N)O.Cl. Cell line: RXF 393. Synergy scores: CSS=39.5, Synergy_ZIP=-4.53, Synergy_Bliss=-6.31, Synergy_Loewe=-5.51, Synergy_HSA=-4.23. (9) Drug 1: C1=CC(=CC=C1CCCC(=O)O)N(CCCl)CCCl. Drug 2: CC1CCC2CC(C(=CC=CC=CC(CC(C(=O)C(C(C(=CC(C(=O)CC(OC(=O)C3CCCCN3C(=O)C(=O)C1(O2)O)C(C)CC4CCC(C(C4)OC)OCCO)C)C)O)OC)C)C)C)OC. Cell line: HOP-92. Synergy scores: CSS=37.5, Synergy_ZIP=-12.6, Synergy_Bliss=-5.37, Synergy_Loewe=-1.81, Synergy_HSA=-1.23.